This data is from Catalyst prediction with 721,799 reactions and 888 catalyst types from USPTO. The task is: Predict which catalyst facilitates the given reaction. (1) Reactant: [Cl:1][C:2]1[CH:8]=[C:7]([Br:9])[CH:6]=[C:5]([Cl:10])[C:3]=1N.N([O-])=O.[Na+].[I-:15].[K+]. Product: [Cl:1][C:2]1[CH:8]=[C:7]([Br:9])[CH:6]=[C:5]([Cl:10])[C:3]=1[I:15]. The catalyst class is: 65. (2) Reactant: [CH2:1]([O:8][C:9]1[CH:10]=[C:11]([CH:16]=[C:17]([OH:19])[CH:18]=1)[C:12]([O:14][CH3:15])=[O:13])[C:2]1[CH:7]=[CH:6][CH:5]=[CH:4][CH:3]=1.C1(P(C2C=CC=CC=2)C2C=CC=CC=2)C=CC=CC=1.[CH3:39][O:40][CH2:41][C@H:42](O)[CH3:43].CC(OC(/N=N/C(OC(C)C)=O)=O)C. Product: [CH2:1]([O:8][C:9]1[CH:10]=[C:11]([CH:16]=[C:17]([O:19][C@@H:42]([CH3:43])[CH2:41][O:40][CH3:39])[CH:18]=1)[C:12]([O:14][CH3:15])=[O:13])[C:2]1[CH:3]=[CH:4][CH:5]=[CH:6][CH:7]=1. The catalyst class is: 1.